Dataset: Catalyst prediction with 721,799 reactions and 888 catalyst types from USPTO. Task: Predict which catalyst facilitates the given reaction. (1) Reactant: [CH3:1][C:2]([NH2:11])([CH3:10])[CH2:3][C:4]1[CH:9]=[CH:8][CH:7]=[CH:6][CH:5]=1.C(N(CC)CC)C.[F:19][C:20]([F:31])([F:30])[C:21](O[C:21](=[O:22])[C:20]([F:31])([F:30])[F:19])=[O:22].C(=O)([O-])O.[Na+]. Product: [CH3:10][C:2]([NH:11][C:21](=[O:22])[C:20]([F:31])([F:30])[F:19])([CH3:1])[CH2:3][C:4]1[CH:9]=[CH:8][CH:7]=[CH:6][CH:5]=1. The catalyst class is: 7. (2) Reactant: [Cl:1][C:2]1[CH:3]=[C:4]([CH2:15][CH2:16][C:17]([C:19]2[S:26][C:25]([CH3:27])=[C:24]3[C:20]=2[CH2:21][C@H:22]2[C:28]([CH3:30])([CH3:29])[C@H:23]23)=[O:18])[CH:5]=[C:6]([O:13][CH3:14])[C:7]=1[O:8][CH2:9][CH2:10][CH2:11][OH:12].CCN(C(C)C)C(C)C.[CH3:40][S:41](Cl)(=[O:43])=[O:42]. Product: [Cl:1][C:2]1[CH:3]=[C:4]([CH2:15][CH2:16][C:17](=[O:18])[C:19]2[S:26][C:25]([CH3:27])=[C:24]3[C:20]=2[CH2:21][C@H:22]2[C:28]([CH3:30])([CH3:29])[C@H:23]23)[CH:5]=[C:6]([O:13][CH3:14])[C:7]=1[O:8][CH2:9][CH2:10][CH2:11][O:12][S:41]([CH3:40])(=[O:43])=[O:42]. The catalyst class is: 2. (3) Reactant: Cl.[NH4+].[Cl-].Cl.[F:5][C:6]1[CH:11]=[CH:10][C:9]([N+:12]([O-])=O)=[CH:8][C:7]=1[C@:15]12[CH2:23][O:22][C@H:21]([C:24]([F:27])([F:26])[F:25])[C@H:20]1[CH2:19][S:18][C:17]([NH2:28])=[N:16]2.[OH-].[Na+]. Product: [NH2:12][C:9]1[CH:10]=[CH:11][C:6]([F:5])=[C:7]([C@:15]23[CH2:23][O:22][C@H:21]([C:24]([F:26])([F:25])[F:27])[C@H:20]2[CH2:19][S:18][C:17]([NH2:28])=[N:16]3)[CH:8]=1. The catalyst class is: 679. (4) Reactant: [CH3:1][C:2]1[CH:12]=[C:11]([CH:13]=[CH2:14])[CH:10]=[CH:9][C:3]=1[C:4]([O:6][CH2:7][CH3:8])=[O:5].Br[CH:16]([C:21]1[CH:26]=[C:25]([Cl:27])[CH:24]=[C:23]([Cl:28])[CH:22]=1)[C:17]([F:20])([F:19])[F:18].N1C=CC=CC=1C1C=CC=CN=1. Product: [Cl:27][C:25]1[CH:26]=[C:21]([CH:16]([C:17]([F:20])([F:18])[F:19])/[CH:14]=[CH:13]/[C:11]2[CH:10]=[CH:9][C:3]([C:4]([O:6][CH2:7][CH3:8])=[O:5])=[C:2]([CH3:1])[CH:12]=2)[CH:22]=[C:23]([Cl:28])[CH:24]=1. The catalyst class is: 482. (5) Reactant: Cl.[NH2:2][C@@H:3]1[CH2:5][C@H:4]1[C:6]1[CH:11]=[CH:10][C:9]([NH:12][C:13](=[O:29])[C:14]2[CH:19]=[CH:18][CH:17]=[C:16]([NH:20][C:21]([C:23]3[CH:28]=[CH:27][CH:26]=[CH:25][CH:24]=3)=[O:22])[CH:15]=2)=[CH:8][CH:7]=1.[CH:30](=O)[C:31]1[CH:36]=[CH:35][CH:34]=[CH:33][CH:32]=1.C(=O)([O-])O.[Na+].[BH4-].[Na+]. Product: [CH2:30]([NH:2][C@@H:3]1[CH2:5][C@H:4]1[C:6]1[CH:7]=[CH:8][C:9]([NH:12][C:13](=[O:29])[C:14]2[CH:19]=[CH:18][CH:17]=[C:16]([NH:20][C:21]([C:23]3[CH:24]=[CH:25][CH:26]=[CH:27][CH:28]=3)=[O:22])[CH:15]=2)=[CH:10][CH:11]=1)[C:31]1[CH:36]=[CH:35][CH:34]=[CH:33][CH:32]=1. The catalyst class is: 24. (6) Product: [N:20]1[CH:19]=[N:18][N:16]2[CH:17]=[C:12]([C:10]3[O:11][C:7]4([CH2:29][CH2:30][CH:4]([NH2:1])[CH2:5][CH2:6]4)[C:8](=[O:28])[C:9]=3[C:21]3[CH:22]=[C:23]([CH3:27])[CH:24]=[CH:25][CH:26]=3)[CH:13]=[CH:14][C:15]=12. The catalyst class is: 33. Reactant: [N:1]([CH:4]1[CH2:30][CH2:29][C:7]2([O:11][C:10]([C:12]3[CH:13]=[CH:14][C:15]4[N:16]([N:18]=[CH:19][N:20]=4)[CH:17]=3)=[C:9]([C:21]3[CH:22]=[C:23]([CH3:27])[CH:24]=[CH:25][CH:26]=3)[C:8]2=[O:28])[CH2:6][CH2:5]1)=[N+]=[N-].C1(P(C2C=CC=CC=2)C2C=CC=CC=2)C=CC=CC=1.O1CCCC1.[N-]=[N+]=[N-].[NH2+]=P. (7) The catalyst class is: 1. Product: [CH3:1][O:2][CH2:3][O:18][CH2:17][C:16]([CH:15]([CH3:20])[CH3:14])=[CH2:19]. Reactant: [CH3:1][O:2][CH2:3]Cl.C(N(C(C)C)C(C)C)C.[CH3:14][CH:15]([CH3:20])[C:16](=[CH2:19])[CH2:17][OH:18].